Task: Predict which catalyst facilitates the given reaction.. Dataset: Catalyst prediction with 721,799 reactions and 888 catalyst types from USPTO (1) Reactant: [Cl:1][C:2]1[CH:3]=[C:4]([CH:6]=[CH:7][C:8]=1[Cl:9])[NH2:5].[IH:10].OO. Product: [Cl:1][C:2]1[C:3]([I:10])=[C:4]([CH:6]=[CH:7][C:8]=1[Cl:9])[NH2:5]. The catalyst class is: 6. (2) Reactant: F[C:2](F)(F)[C:3]([OH:5])=O.COC1C=CC([CH2:14][N:15]2[CH:19]=[C:18]([C:20]3[CH:21]=[C:22]4[N:27]([C:28]5[CH:29]=[C:30]([CH:32]=[CH:33][C:34]=5[CH3:35])[NH2:31])[CH:26]=[CH:25][N:23]4[N:24]=3)[CH:17]=[N:16]2)=CC=1.F[C:39](F)(F)C(O)=O.[CH3:45][N:46]1[CH2:51][CH2:50][N:49]([C:52]2[CH:53]=[C:54]([CH:58]=[C:59]([S:61]([F:66])([F:65])([F:64])([F:63])[F:62])[CH:60]=2)[C:55]([OH:57])=O)[CH2:48][CH2:47]1.CN(C(ON1N=N[C:77]2[CH:78]=[CH:79]C=N[C:76]1=2)=[N+](C)C)C.F[P-](F)(F)(F)(F)F.C(N(CC)C(C)C)(C)C.[OH-].[Na+]. Product: [CH3:39][O:5][C:3]1[CH:2]=[CH:79][C:78]([CH2:14][N:15]2[CH:19]=[C:18]([C:20]3[CH:21]=[C:22]4[N:27]([C:28]5[CH:29]=[C:30]([NH:31][C:55](=[O:57])[C:54]6[CH:58]=[C:59]([S:61]([F:62])([F:63])([F:65])([F:64])[F:66])[CH:60]=[C:52]([N:49]7[CH2:48][CH2:47][N:46]([CH3:45])[CH2:51][CH2:50]7)[CH:53]=6)[CH:32]=[CH:33][C:34]=5[CH3:35])[CH:26]=[CH:25][N:23]4[N:24]=3)[CH:17]=[N:16]2)=[CH:77][CH:76]=1. The catalyst class is: 3. (3) The catalyst class is: 8. Product: [CH2:12]([O:14][C:15]([C:16]1[CH:17]=[C:18]([CH3:19])[N:11]([C:3]2[CH:2]=[CH:1][CH:6]=[C:5]([S:7]([OH:10])(=[O:8])=[O:9])[CH:4]=2)[C:21]=1[C:22]1[CH:23]=[CH:24][CH:25]=[CH:26][CH:27]=1)=[O:29])[CH3:13]. Reactant: [CH:1]1[CH:6]=[C:5]([S:7]([OH:10])(=[O:9])=[O:8])[CH:4]=[C:3]([NH2:11])[CH:2]=1.[CH2:12]([O:14][C:15](=[O:29])[CH:16]([C:21](=O)[C:22]1[CH:27]=[CH:26][CH:25]=[CH:24][CH:23]=1)[CH2:17][C:18](=O)[CH3:19])[CH3:13].[OH-].[Na+].CC1C=CC(S(O)(=O)=O)=CC=1.Cl.